From a dataset of Reaction yield outcomes from USPTO patents with 853,638 reactions. Predict the reaction yield, written as a fraction of the theoretical maximum amount of product (1.0 means a 100% yield; for example, 0.34 means a 34% yield). (1) The reactants are Cl.[CH3:2][NH:3][CH3:4].[CH2:5]([O:23][C:24]1[CH:25]=[C:26]([CH:29]=[CH:30][C:31]=1[O:32][CH2:33][CH2:34][CH2:35][CH2:36][CH2:37][CH2:38][CH2:39][CH2:40]/[CH:41]=[CH:42]\[CH2:43]/[CH:44]=[CH:45]\[CH2:46][CH2:47][CH2:48][CH2:49][CH3:50])[CH:27]=O)[CH2:6][CH2:7][CH2:8][CH2:9][CH2:10][CH2:11][CH2:12]/[CH:13]=[CH:14]\[CH2:15]/[CH:16]=[CH:17]\[CH2:18][CH2:19][CH2:20][CH2:21][CH3:22].[BH4-].[Na+].N. The catalyst is C(O)C.CC(C)[O-].CC(C)[O-].CC(C)[O-].CC(C)[O-].[Ti+4].ClCCl. The product is [CH3:2][N:3]([CH2:27][C:26]1[CH:29]=[CH:30][C:31]([O:32][CH2:33][CH2:34][CH2:35][CH2:36][CH2:37][CH2:38][CH2:39][CH2:40]/[CH:41]=[CH:42]\[CH2:43]/[CH:44]=[CH:45]\[CH2:46][CH2:47][CH2:48][CH2:49][CH3:50])=[C:24]([O:23][CH2:5][CH2:6][CH2:7][CH2:8][CH2:9][CH2:10][CH2:11][CH2:12]/[CH:13]=[CH:14]\[CH2:15]/[CH:16]=[CH:17]\[CH2:18][CH2:19][CH2:20][CH2:21][CH3:22])[CH:25]=1)[CH3:4]. The yield is 0.740. (2) The yield is 0.340. The catalyst is C1COCC1.CS(C)=O. The reactants are [Cl:1][C:2]1[CH:7]=[CH:6][C:5]([C:8]2([C:11]3[CH:16]=[CH:15][C:14]([I:17])=[CH:13][CH:12]=3)[CH2:10][O:9]2)=[CH:4][CH:3]=1.[C:18]1(=[O:28])[NH:22][C:21](=[O:23])[C:20]2=[CH:24][CH:25]=[CH:26][CH:27]=[C:19]12.[K]. The product is [Cl:1][C:2]1[CH:7]=[CH:6][C:5]([C:8]([OH:9])([C:11]2[CH:16]=[CH:15][C:14]([I:17])=[CH:13][CH:12]=2)[CH2:10][N:22]2[C:18](=[O:28])[C:19]3[C:20](=[CH:24][CH:25]=[CH:26][CH:27]=3)[C:21]2=[O:23])=[CH:4][CH:3]=1. (3) The reactants are [OH:1][NH:2][C:3](=[O:27])[CH:4]=[CH:5][C:6]1[CH:7]=[C:8]2[C:12](=[CH:13][CH:14]=1)[N:11]([S:15]([C:18]1[CH:23]=[CH:22][C:21]([N+:24]([O-])=O)=[CH:20][CH:19]=1)(=[O:17])=[O:16])[CH:10]=[CH:9]2.[Cl-].[NH4+]. The catalyst is C(O)(C)C.O.[Fe]. The product is [NH3:2].[NH2:24][C:21]1[CH:20]=[CH:19][C:18]([S:15]([N:11]2[C:12]3[C:8](=[CH:7][C:6]([CH:5]=[CH:4][C:3]([NH:2][OH:1])=[O:27])=[CH:14][CH:13]=3)[CH:9]=[CH:10]2)(=[O:17])=[O:16])=[CH:23][CH:22]=1. The yield is 0.0100.